From a dataset of Full USPTO retrosynthesis dataset with 1.9M reactions from patents (1976-2016). Predict the reactants needed to synthesize the given product. (1) Given the product [CH3:4][CH:5]1[CH2:9][CH2:8][CH2:7][N:6]1[CH2:10][CH2:11][CH2:12][O:13][C:14]1[CH:19]=[CH:18][C:17]([C:20]2[S:21][C:22]3[CH2:27][CH2:26][CH2:25][NH:24][C:23]=3[N:29]=2)=[CH:16][CH:15]=1, predict the reactants needed to synthesize it. The reactants are: CSC.[CH3:4][CH:5]1[CH2:9][CH2:8][CH2:7][N:6]1[CH2:10][CH2:11][CH2:12][O:13][C:14]1[CH:19]=[CH:18][C:17]([C:20]2[S:21][C:22]3[CH2:27][CH2:26][C:25](=O)[NH:24][C:23]=3[N:29]=2)=[CH:16][CH:15]=1.O.S(=O)(=O)(O)O. (2) Given the product [O:1]1[CH2:6][CH2:5][CH2:4][O:3][CH:2]1[C:7]1[N:11]([CH3:12])[C:10]([C:13]2[S:21][C:20]3[C:15](=[N:16][CH:17]=[CH:18][C:19]=3[O:33][C:25]3[CH:26]=[CH:27][C:28]([N+:30]([O-:32])=[O:31])=[CH:29][C:24]=3[F:23])[CH:14]=2)=[N:9][CH:8]=1, predict the reactants needed to synthesize it. The reactants are: [O:1]1[CH2:6][CH2:5][CH2:4][O:3][CH:2]1[C:7]1[N:11]([CH3:12])[C:10]([C:13]2[S:21][C:20]3[C:15](=[N:16][CH:17]=[CH:18][C:19]=3Cl)[CH:14]=2)=[N:9][CH:8]=1.[F:23][C:24]1[CH:29]=[C:28]([N+:30]([O-:32])=[O:31])[CH:27]=[CH:26][C:25]=1[OH:33].C([O-])(O)=O.[Na+]. (3) Given the product [CH2:28]1[C:36]2[C:31](=[CH:32][CH:33]=[CH:34][CH:35]=2)[CH2:30][N:29]1[C:18]([C:12]1[CH:11]=[C:10]2[C:15]([CH2:16][CH2:17][N:8]([C:6]3[CH:5]=[C:4]([N:21]4[CH2:22][CH2:23][N:24]([CH3:27])[CH2:25][CH2:26]4)[N:3]=[C:2]([NH2:1])[N:7]=3)[CH2:9]2)=[CH:14][CH:13]=1)=[O:19], predict the reactants needed to synthesize it. The reactants are: [NH2:1][C:2]1[N:7]=[C:6]([N:8]2[CH2:17][CH2:16][C:15]3[C:10](=[CH:11][C:12]([C:18](O)=[O:19])=[CH:13][CH:14]=3)[CH2:9]2)[CH:5]=[C:4]([N:21]2[CH2:26][CH2:25][N:24]([CH3:27])[CH2:23][CH2:22]2)[N:3]=1.[CH2:28]1[C:36]2[C:31](=[CH:32][CH:33]=[CH:34][CH:35]=2)[CH2:30][NH:29]1. (4) Given the product [F:12][C:13]1[C:14]([F:23])=[CH:15][C:16]([NH:3][C:4]2[S:5][C:6]([CH3:11])=[CH:7][C:8]=2[C:9]#[N:10])=[C:17]([N+:19]([O-:21])=[O:20])[CH:18]=1, predict the reactants needed to synthesize it. The reactants are: [H-].[Na+].[NH2:3][C:4]1[S:5][C:6]([CH3:11])=[CH:7][C:8]=1[C:9]#[N:10].[F:12][C:13]1[CH:18]=[C:17]([N+:19]([O-:21])=[O:20])[C:16](F)=[CH:15][C:14]=1[F:23].Cl. (5) Given the product [OH:46][C@H:38]1[C@@H:37]([OH:47])[C@H:36]([N:16]2[CH:15]=[N:14][C:13]3[C:17]2=[N:18][C:19]([N:21]2[CH2:25][CH2:24][C@@H:23]([NH:26][C:27]([NH:29][C:30]4[CH:31]=[N:32][CH:33]=[CH:34][CH:35]=4)=[O:28])[CH2:22]2)=[N:20][C:12]=3[NH:11][CH2:10][C:9]([OH:48])([C:49]2[CH:50]=[CH:51][CH:52]=[CH:53][CH:54]=2)[C:6]2[CH:5]=[CH:4][CH:3]=[CH:8][CH:7]=2)[CH2:40][C@@H:39]1[NH:41][C:42](=[O:45])[CH2:43][CH3:44], predict the reactants needed to synthesize it. The reactants are: Cl.Cl[C:3]1[CH:8]=[CH:7][C:6]([C:9]([C:49]2[CH:54]=[CH:53][C:52](Cl)=[CH:51][CH:50]=2)([OH:48])[CH2:10][NH:11][C:12]2[N:20]=[C:19]([N:21]3[CH2:25][CH2:24][C@@H:23]([NH:26][C:27]([NH:29][C:30]4[CH:31]=[N:32][CH:33]=[CH:34][CH:35]=4)=[O:28])[CH2:22]3)[N:18]=[C:17]3[C:13]=2[N:14]=[CH:15][N:16]3[C@@H:36]2[CH2:40][C@H:39]([NH:41][C:42](=[O:45])[CH2:43][CH3:44])[C@@H:38]([OH:46])[C@H:37]2[OH:47])=[CH:5][CH:4]=1.C([O-])=O.[NH4+]. (6) Given the product [CH2:12]([N:11]([CH2:14][CH3:15])[CH2:10][CH2:9][CH2:8][NH:7][C:5](=[O:6])[C:4]1[CH:16]=[CH:17][CH:18]=[C:2]([NH:19][C:22]2[CH:28]=[CH:27][CH:26]=[C:25](/[CH:29]=[CH:30]/[C:31]3[CH:36]=[CH:35][C:34]([O:37][CH3:38])=[CH:33][CH:32]=3)[CH:24]=2)[CH:3]=1)[CH3:13], predict the reactants needed to synthesize it. The reactants are: Br[C:2]1[CH:3]=[C:4]([CH:16]=[CH:17][CH:18]=1)[C:5]([NH:7][CH2:8][CH2:9][CH2:10][N:11]([CH2:14][CH3:15])[CH2:12][CH3:13])=[O:6].[N+:19]([C:22]1([CH:28]=[CH:27][CH:26]=[C:25](/[CH:29]=[CH:30]/[C:31]2[CH:36]=[CH:35][C:34]([O:37][CH3:38])=[CH:33][CH:32]=2)[CH2:24]1)N)([O-])=O.CC(C1C=C(C(C)C)C(C2C=CC=CC=2P(C2CCCCC2)C2CCCCC2)=C(C(C)C)C=1)C.C([O-])([O-])=O.[K+].[K+]. (7) Given the product [O:25]1[C:29]2[CH:30]=[CH:31][C:32]([N:34]3[C:5]([C:7]4[C:12](=[O:13])[CH:11]=[CH:10][N:9]([C:14]5[CH:19]=[CH:18][CH:17]=[C:16]([S:20]([CH3:23])(=[O:22])=[O:21])[CH:15]=5)[N:8]=4)=[CH:4][CH:3]=[N:2]3)=[CH:33][C:28]=2[O:27][CH2:26]1, predict the reactants needed to synthesize it. The reactants are: C[N:2](C)/[CH:3]=[CH:4]/[C:5]([C:7]1[C:12](=[O:13])[CH:11]=[CH:10][N:9]([C:14]2[CH:19]=[CH:18][CH:17]=[C:16]([S:20]([CH3:23])(=[O:22])=[O:21])[CH:15]=2)[N:8]=1)=O.[O:25]1[C:29]2[CH:30]=[CH:31][C:32]([NH:34]N)=[CH:33][C:28]=2[O:27][CH2:26]1.N([O-])=O.[Na+].[Sn](Cl)Cl. (8) Given the product [NH:8]1[CH:12]=[CH:11][C:10]([CH2:13][NH:14][C:29](=[O:30])[C:28]2[CH:32]=[CH:33][N:34]=[C:26]([N:23]3[CH2:24][CH2:25][N:21]([CH2:20][C:19]4[CH:18]=[CH:17][C:16]([F:15])=[CH:37][CH:36]=4)[C:22]3=[O:35])[CH:27]=2)=[N:9]1, predict the reactants needed to synthesize it. The reactants are: O1C=C(CN)N=C1.[NH:8]1[CH:12]=[CH:11][C:10]([CH2:13][NH2:14])=[N:9]1.[F:15][C:16]1[CH:37]=[CH:36][C:19]([CH2:20][N:21]2[CH2:25][CH2:24][N:23]([C:26]3[CH:27]=[C:28]([CH:32]=[CH:33][N:34]=3)[C:29](O)=[O:30])[C:22]2=[O:35])=[CH:18][CH:17]=1. (9) Given the product [ClH:1].[NH2:2][CH2:3][C:4]1[CH:5]=[CH:6][C:7]([C:10]2[C:11]([C:16]([NH2:17])=[O:18])=[CH:12][CH:13]=[CH:14][CH:15]=2)=[CH:8][CH:9]=1, predict the reactants needed to synthesize it. The reactants are: [ClH:1].[NH2:2][CH2:3][C:4]1[CH:9]=[CH:8][C:7]([C:10]2[CH:15]=[CH:14][CH:13]=[CH:12][C:11]=2[C:16]#[N:17])=[CH:6][CH:5]=1.[OH-:18].[NH4+].[OH-].[K+].